Dataset: Blood-brain barrier permeability classification from the B3DB database. Task: Regression/Classification. Given a drug SMILES string, predict its absorption, distribution, metabolism, or excretion properties. Task type varies by dataset: regression for continuous measurements (e.g., permeability, clearance, half-life) or binary classification for categorical outcomes (e.g., BBB penetration, CYP inhibition). Dataset: b3db_classification. The compound is CO/N=C(\C(=O)NC1C(=O)N2C(C(=O)O)=C(CSc3nnnn3C)CS[C@@H]12)c1csc(N)n1. The result is 0 (does not penetrate BBB).